Dataset: Experimentally validated miRNA-target interactions with 360,000+ pairs, plus equal number of negative samples. Task: Binary Classification. Given a miRNA mature sequence and a target amino acid sequence, predict their likelihood of interaction. (1) The miRNA is hsa-miR-548h-3p with sequence CAAAAACCGCAAUUACUUUUGCA. The protein sequence of the target gene is MGDWSFLGEFLEEVHKHSTVIGKVWLTVLFIFRMLVLGTAAESSWGDEQADFRCDTIQPGCQNVCYDQAFPISHIRYWVLQIIFVSTPSLVYMGHAMHTVRMQEKQKLRDAEKAKEAHRTGAYEYPVAEKAELSCWKEVDGKIVLQGTLLNTYVCTILIRTTMEVAFIVGQYLLYGIFLDTLHVCRRSPCPHPVNCYVSRPTEKNVFIVFMMAVAGLSLFLSLAELYHLGWKKIRQRFGKSRQGVDKHQLPGPPTSLVQSLTPPPDFNQCLKNSSGEKFFSDFSNNMGSRKNPDALATGE.... Result: 0 (no interaction). (2) The miRNA is mmu-miR-302a-3p with sequence UAAGUGCUUCCAUGUUUUGGUGA. The protein sequence of the target gene is MVDDKEKNMKCLTFFLMLPETVKNRSKKGSKKANSSGGGGGGGSVGSGSSKLPPVCYEIITLKTKKKKKMAADIFPRKKPANSSSTTVQQQHQHNLCNNNLIPAPNWQGLYPTIRERNAVMFNNDLMADVHFVVGPPGGTQRLPGHKYVLAVGSSVFHAMFYGELAEDKDEIRIPDVEPAAFLAMLKYIYCDEIDLAADTVLATLYAAKKYIVPHLARACVNFLETSLSAKNACVLLSQSCLFEEPDLTQRCWEVIDAQAELALKSEGFCDIDFQTLESILRRETLNAKEIVVFEAALNW.... Result: 0 (no interaction).